The task is: Predict the reaction yield, written as a fraction of the theoretical maximum amount of product (1.0 means a 100% yield; for example, 0.34 means a 34% yield).. This data is from Reaction yield outcomes from USPTO patents with 853,638 reactions. (1) The catalyst is O1CCCC1.[Cl-].[Na+].O.C(OCC)(=O)C. The product is [ClH:1].[Cl:1][C:2]1[CH:3]=[CH:4][C:5]([O:26][CH2:27][CH:28]([CH3:30])[CH3:29])=[C:6]([CH2:8][N:9]2[C:13]([CH3:14])=[CH:12][C:11]([C:15]([NH:17][C:18]3[CH:19]=[CH:20][C:21]([CH2:24][N:34]4[CH2:35][CH2:36][NH:31][C:32](=[O:37])[CH2:33]4)=[CH:22][CH:23]=3)=[O:16])=[N:10]2)[CH:7]=1. The reactants are [Cl:1][C:2]1[CH:3]=[CH:4][C:5]([O:26][CH2:27][CH:28]([CH3:30])[CH3:29])=[C:6]([CH2:8][N:9]2[C:13]([CH3:14])=[CH:12][C:11]([C:15]([NH:17][C:18]3[CH:23]=[CH:22][C:21]([CH:24]=O)=[CH:20][CH:19]=3)=[O:16])=[N:10]2)[CH:7]=1.[NH:31]1[CH2:36][CH2:35][NH:34][CH2:33][C:32]1=[O:37].C(O[BH-](OC(=O)C)OC(=O)C)(=O)C.[Na+].C(O)(=O)C. The yield is 0.610. (2) The reactants are [Cl:1][C:2]1[CH:7]=[C:6]([F:8])[CH:5]=[CH:4][C:3]=1[NH:9][S:10]([CH:13]1[CH2:26][CH2:25][C:16]2([O:20][C@H:19]([CH2:21][OH:22])[C@@H:18]([CH2:23][OH:24])[O:17]2)[CH:15]=[C:14]1[C:27]([O:29][CH2:30][CH3:31])=[O:28])(=[O:12])=[O:11].CI.[C:34](=O)([O-])[O-].[K+].[K+]. The catalyst is CC(C)=O. The product is [CH2:30]([O:29][C:27]([C:14]1[CH:13]([S:10](=[O:12])(=[O:11])[N:9]([C:3]2[CH:4]=[CH:5][C:6]([F:8])=[CH:7][C:2]=2[Cl:1])[CH3:34])[CH2:26][CH2:25][C:16]2([O:17][C@H:18]([CH2:23][OH:24])[C@@H:19]([CH2:21][OH:22])[O:20]2)[CH:15]=1)=[O:28])[CH3:31]. The yield is 0.730.